This data is from Full USPTO retrosynthesis dataset with 1.9M reactions from patents (1976-2016). The task is: Predict the reactants needed to synthesize the given product. Given the product [CH3:19][N:18]1[C:17]2[CH:20]=[CH:21][CH:22]=[CH:23][C:16]=2[N:15]=[C:14]1[C:12]([N:10]1[CH2:11][CH:8]([C:3]2[C:2]([C:24]3[CH:29]=[CH:28][CH:27]=[CH:26][CH:25]=3)=[N:7][CH:6]=[CH:5][N:4]=2)[CH2:9]1)=[O:13], predict the reactants needed to synthesize it. The reactants are: Cl[C:2]1[C:3]([CH:8]2[CH2:11][N:10]([C:12]([C:14]3[N:18]([CH3:19])[C:17]4[CH:20]=[CH:21][CH:22]=[CH:23][C:16]=4[N:15]=3)=[O:13])[CH2:9]2)=[N:4][CH:5]=[CH:6][N:7]=1.[C:24]1(B(O)O)[CH:29]=[CH:28][CH:27]=[CH:26][CH:25]=1.C([O-])([O-])=O.[Na+].[Na+].O.